From a dataset of NCI-60 drug combinations with 297,098 pairs across 59 cell lines. Regression. Given two drug SMILES strings and cell line genomic features, predict the synergy score measuring deviation from expected non-interaction effect. (1) Drug 1: CC(C)NC(=O)C1=CC=C(C=C1)CNNC.Cl. Drug 2: COC1=C2C(=CC3=C1OC=C3)C=CC(=O)O2. Cell line: HOP-62. Synergy scores: CSS=-3.52, Synergy_ZIP=1.89, Synergy_Bliss=1.64, Synergy_Loewe=-5.63, Synergy_HSA=-4.57. (2) Drug 1: C1=CC=C(C(=C1)C(C2=CC=C(C=C2)Cl)C(Cl)Cl)Cl. Drug 2: CC(C)NC(=O)C1=CC=C(C=C1)CNNC.Cl. Cell line: SF-295. Synergy scores: CSS=0.241, Synergy_ZIP=2.20, Synergy_Bliss=4.39, Synergy_Loewe=0.584, Synergy_HSA=0.881. (3) Drug 1: CS(=O)(=O)C1=CC(=C(C=C1)C(=O)NC2=CC(=C(C=C2)Cl)C3=CC=CC=N3)Cl. Drug 2: CCC1(CC2CC(C3=C(CCN(C2)C1)C4=CC=CC=C4N3)(C5=C(C=C6C(=C5)C78CCN9C7C(C=CC9)(C(C(C8N6C=O)(C(=O)OC)O)OC(=O)C)CC)OC)C(=O)OC)O.OS(=O)(=O)O. Cell line: RPMI-8226. Synergy scores: CSS=55.5, Synergy_ZIP=14.7, Synergy_Bliss=17.2, Synergy_Loewe=-30.6, Synergy_HSA=10.9. (4) Drug 1: CCC1=CC2CC(C3=C(CN(C2)C1)C4=CC=CC=C4N3)(C5=C(C=C6C(=C5)C78CCN9C7C(C=CC9)(C(C(C8N6C)(C(=O)OC)O)OC(=O)C)CC)OC)C(=O)OC.C(C(C(=O)O)O)(C(=O)O)O. Drug 2: C(=O)(N)NO. Cell line: HCC-2998. Synergy scores: CSS=66.4, Synergy_ZIP=1.12, Synergy_Bliss=4.94, Synergy_Loewe=0.379, Synergy_HSA=7.92. (5) Drug 1: C1CC(C1)(C(=O)O)C(=O)O.[NH2-].[NH2-].[Pt+2]. Drug 2: CCC1=C2N=C(C=C(N2N=C1)NCC3=C[N+](=CC=C3)[O-])N4CCCCC4CCO. Cell line: HT29. Synergy scores: CSS=37.4, Synergy_ZIP=-1.42, Synergy_Bliss=0.0175, Synergy_Loewe=-8.80, Synergy_HSA=-0.726. (6) Drug 1: CN1CCC(CC1)COC2=C(C=C3C(=C2)N=CN=C3NC4=C(C=C(C=C4)Br)F)OC. Drug 2: C1=C(C(=O)NC(=O)N1)N(CCCl)CCCl. Cell line: HT29. Synergy scores: CSS=12.2, Synergy_ZIP=-8.58, Synergy_Bliss=0.259, Synergy_Loewe=-2.72, Synergy_HSA=-0.733. (7) Drug 1: COC1=NC(=NC2=C1N=CN2C3C(C(C(O3)CO)O)O)N. Drug 2: B(C(CC(C)C)NC(=O)C(CC1=CC=CC=C1)NC(=O)C2=NC=CN=C2)(O)O. Cell line: HOP-92. Synergy scores: CSS=42.6, Synergy_ZIP=5.31, Synergy_Bliss=6.61, Synergy_Loewe=-4.28, Synergy_HSA=-3.14. (8) Drug 1: CC(CN1CC(=O)NC(=O)C1)N2CC(=O)NC(=O)C2. Drug 2: C1=CC=C(C=C1)NC(=O)CCCCCCC(=O)NO. Cell line: OVCAR3. Synergy scores: CSS=19.6, Synergy_ZIP=-7.00, Synergy_Bliss=-2.04, Synergy_Loewe=-4.60, Synergy_HSA=-1.43. (9) Drug 1: C1=CN(C=N1)CC(O)(P(=O)(O)O)P(=O)(O)O. Drug 2: C1CN1C2=NC(=NC(=N2)N3CC3)N4CC4. Synergy scores: CSS=26.3, Synergy_ZIP=3.49, Synergy_Bliss=3.39, Synergy_Loewe=-13.6, Synergy_HSA=0.414. Cell line: K-562. (10) Drug 1: C1=CC(=CC=C1CCC2=CNC3=C2C(=O)NC(=N3)N)C(=O)NC(CCC(=O)O)C(=O)O. Drug 2: COCCOC1=C(C=C2C(=C1)C(=NC=N2)NC3=CC=CC(=C3)C#C)OCCOC.Cl. Cell line: IGROV1. Synergy scores: CSS=38.0, Synergy_ZIP=3.26, Synergy_Bliss=7.32, Synergy_Loewe=12.1, Synergy_HSA=13.0.